From a dataset of Forward reaction prediction with 1.9M reactions from USPTO patents (1976-2016). Predict the product of the given reaction. (1) Given the reactants [C:1]1([C:7]2N=NC(NNC(=O)[CH2:7][C:1]3[CH:6]=[C:5]4[C:4](=[CH:3][CH:2]=3)N=CC=C4)=NC=2)[CH:6]=[CH:5][CH:4]=[CH:3][CH:2]=1.C(O[C:36]1[CH:41]=[CH:40][C:39]([C:42]2[N:47]=[N:46][C:45]([NH:48][NH:49][C:50](=O)[CH2:51][O:52][C:53]3[C:62]4[C:57](=[CH:58][C:59]([O:63][CH3:64])=[CH:60][CH:61]=4)[N:56]=[CH:55][CH:54]=3)=[N:44][CH:43]=2)=[CH:38][CH:37]=1)C1C=CC=CC=1, predict the reaction product. The product is: [CH3:64][O:63][C:59]1[CH:58]=[C:57]2[C:62]([C:53]([O:52][CH2:51][C:50]3[N:46]4[N:47]=[C:42]([C:39]5[CH:38]=[CH:37][C:36]([CH2:7][C:1]6[CH:6]=[CH:5][CH:4]=[CH:3][CH:2]=6)=[CH:41][CH:40]=5)[CH:43]=[N:44][C:45]4=[N:48][N:49]=3)=[CH:54][CH:55]=[N:56]2)=[CH:61][CH:60]=1. (2) Given the reactants [Br:1][C:2]1[CH:10]=[C:9]2[C:5]([CH:6]=[CH:7][NH:8]2)=[CH:4][CH:3]=1.[H-].[Na+].I[CH2:14][CH3:15].Cl, predict the reaction product. The product is: [Br:1][C:2]1[CH:10]=[C:9]2[C:5]([CH:6]=[CH:7][N:8]2[CH2:14][CH3:15])=[CH:4][CH:3]=1. (3) Given the reactants C1(CNC(C2NC=C(C(C3[C:16]([C:21]4[CH:26]=[CH:25][C:24](F)=CC=4)=[N:17]OC=3C)=O)C=2)=O)CC1.[F:28][C:29]1[CH:30]=[C:31]([C:36]2[C:40]([C:41]([C:43]3[CH:44]=[C:45]([C:48](=[O:53])C(Cl)(Cl)Cl)[NH:46][CH:47]=3)=[O:42])=[C:39]([CH3:54])[O:38][N:37]=2)[CH:32]=[CH:33][C:34]=1[F:35].C1(N)CCCC1, predict the reaction product. The product is: [CH:16]1([NH:17][C:48]([C:45]2[NH:46][CH:47]=[C:43]([C:41]([C:40]3[C:36]([C:31]4[CH:32]=[CH:33][C:34]([F:35])=[C:29]([F:28])[CH:30]=4)=[N:37][O:38][C:39]=3[CH3:54])=[O:42])[CH:44]=2)=[O:53])[CH2:21][CH2:26][CH2:25][CH2:24]1.